From a dataset of Full USPTO retrosynthesis dataset with 1.9M reactions from patents (1976-2016). Predict the reactants needed to synthesize the given product. (1) Given the product [CH3:1][O:2][C:3]1[CH:12]=[C:11]2[C:6](=[CH:5][CH:4]=1)[CH2:7][C@H:8]1[NH:15][C@H:9]1[C:10]2([CH3:14])[CH3:13], predict the reactants needed to synthesize it. The reactants are: [CH3:1][O:2][C:3]1[CH:12]=[C:11]2[C:6]([CH2:7][CH2:8][C:9](=[N:15]O)[C:10]2([CH3:14])[CH3:13])=[CH:5][CH:4]=1.C(NCC)C.[H-].[Al+3].[Li+].[H-].[H-].[H-].[H][H].C(=O)([O-])[O-].[Na+].[Na+]. (2) Given the product [F:1][C:2]1[CH:7]=[CH:6][C:5](/[CH:8]=[CH:9]/[C:10]2[CH:15]=[CH:14][C:13]([S:16]([C:19]3[N:24]=[C:23]([CH2:25][N:27]4[CH2:32][CH2:31][O:30][CH2:29][CH2:28]4)[CH:22]=[CH:21][CH:20]=3)(=[O:17])=[O:18])=[CH:12][CH:11]=2)=[CH:4][CH:3]=1, predict the reactants needed to synthesize it. The reactants are: [F:1][C:2]1[CH:7]=[CH:6][C:5](/[CH:8]=[CH:9]/[C:10]2[CH:15]=[CH:14][C:13]([S:16]([C:19]3[N:24]=[C:23]([CH:25]=O)[CH:22]=[CH:21][CH:20]=3)(=[O:18])=[O:17])=[CH:12][CH:11]=2)=[CH:4][CH:3]=1.[NH:27]1[CH2:32][CH2:31][O:30][CH2:29][CH2:28]1.C(O)(=O)C.C([BH3-])#N.[Na+].[OH-].[Na+]. (3) Given the product [N:1]1[CH:6]=[CH:5][CH:4]=[CH:3][C:2]=1[C:7]1([CH2:12][C:18]#[N:19])[CH2:11][CH2:10][CH2:9][CH2:8]1, predict the reactants needed to synthesize it. The reactants are: [N:1]1[CH:6]=[CH:5][CH:4]=[CH:3][C:2]=1[C:7]1([CH2:12]OS(C)(=O)=O)[CH2:11][CH2:10][CH2:9][CH2:8]1.[C-:18]#[N:19].[Na+]. (4) Given the product [N:24]([CH2:6][C:7]1[CH:8]=[C:9]2[C:14](=[CH:15][CH:16]=1)[CH2:13][N:12]([C:17]([O:19][C:20]([CH3:23])([CH3:22])[CH3:21])=[O:18])[CH2:11][CH2:10]2)=[N+:25]=[N-:26], predict the reactants needed to synthesize it. The reactants are: CS(O[CH2:6][C:7]1[CH:8]=[C:9]2[C:14](=[CH:15][CH:16]=1)[CH2:13][N:12]([C:17]([O:19][C:20]([CH3:23])([CH3:22])[CH3:21])=[O:18])[CH2:11][CH2:10]2)(=O)=O.[N-:24]=[N+:25]=[N-:26].[Na+].CN1CCCC1=O. (5) Given the product [O:31]=[C:30]1[C:29]2[C:24](=[CH:25][CH:26]=[CH:27][CH:28]=2)[C:23](=[O:32])[N:22]1[CH2:21][C@@H:20]([NH:19][C:8]([C:6]1[S:7][C:3]([CH2:1][CH3:2])=[C:4]([C:11]2[N:15]([CH3:16])[N:14]=[CH:13][C:12]=2[CH2:17][CH3:18])[CH:5]=1)=[O:10])[CH2:33][C:34]1[CH:39]=[CH:38][CH:37]=[CH:36][C:35]=1[C:40]([F:42])([F:41])[F:43], predict the reactants needed to synthesize it. The reactants are: [CH2:1]([C:3]1[S:7][C:6]([C:8]([OH:10])=O)=[CH:5][C:4]=1[C:11]1[N:15]([CH3:16])[N:14]=[CH:13][C:12]=1[CH2:17][CH3:18])[CH3:2].[NH2:19][C@@H:20]([CH2:33][C:34]1[CH:39]=[CH:38][CH:37]=[CH:36][C:35]=1[C:40]([F:43])([F:42])[F:41])[CH2:21][N:22]1[C:30](=[O:31])[C:29]2[C:24](=[CH:25][CH:26]=[CH:27][CH:28]=2)[C:23]1=[O:32].C(N(CC)C(C)C)(C)C.F[P-](F)(F)(F)(F)F.Br[P+](N1CCCC1)(N1CCCC1)N1CCCC1. (6) The reactants are: C([O:8][C:9]1[CH:35]=[CH:34][C:12]([C:13]([C:15]2[CH:31]=[CH:30][C:29]([O:32][CH3:33])=[CH:28][C:16]=2[O:17][C:18]([CH3:27])([CH3:26])[C:19]([O:21][C:22]([CH3:25])([CH3:24])[CH3:23])=[O:20])=[O:14])=[CH:11][CH:10]=1)C1C=CC=CC=1. Given the product [OH:8][C:9]1[CH:10]=[CH:11][C:12]([C:13]([C:15]2[CH:31]=[CH:30][C:29]([O:32][CH3:33])=[CH:28][C:16]=2[O:17][C:18]([CH3:26])([CH3:27])[C:19]([O:21][C:22]([CH3:25])([CH3:24])[CH3:23])=[O:20])=[O:14])=[CH:34][CH:35]=1, predict the reactants needed to synthesize it. (7) Given the product [NH2:1][CH2:4][CH:5]1[O:9][C:8](=[O:10])[N:7]([C:11]2[CH:16]=[CH:15][C:14]([N:17]3[CH:21]=[C:20]([CH2:22][N:23]4[CH:27]=[CH:26][N:25]=[CH:24]4)[N:19]=[CH:18]3)=[C:13]([F:28])[CH:12]=2)[CH2:6]1, predict the reactants needed to synthesize it. The reactants are: [N:1]([CH2:4][CH:5]1[O:9][C:8](=[O:10])[N:7]([C:11]2[CH:16]=[CH:15][C:14]([N:17]3[CH:21]=[C:20]([CH2:22][N:23]4[CH:27]=[CH:26][N:25]=[CH:24]4)[N:19]=[CH:18]3)=[C:13]([F:28])[CH:12]=2)[CH2:6]1)=[N+]=[N-].C1(P(C2C=CC=CC=2)C2C=CC=CC=2)C=CC=CC=1.O.